Binary Classification. Given a T-cell receptor sequence (or CDR3 region) and an epitope sequence, predict whether binding occurs between them. From a dataset of TCR-epitope binding with 47,182 pairs between 192 epitopes and 23,139 TCRs. The epitope is KLNVGDYFV. The TCR CDR3 sequence is CASSFPGGYGYTF. Result: 1 (the TCR binds to the epitope).